Dataset: Peptide-MHC class I binding affinity with 185,985 pairs from IEDB/IMGT. Task: Regression. Given a peptide amino acid sequence and an MHC pseudo amino acid sequence, predict their binding affinity value. This is MHC class I binding data. (1) The peptide sequence is GDDVFLQDL. The MHC is H-2-Kb with pseudo-sequence H-2-Kb. The binding affinity (normalized) is 0.00128. (2) The peptide sequence is MMMLPATLA. The MHC is HLA-A02:17 with pseudo-sequence HLA-A02:17. The binding affinity (normalized) is 0.568. (3) The peptide sequence is GTEEIRSLY. The MHC is HLA-B15:17 with pseudo-sequence HLA-B15:17. The binding affinity (normalized) is 0.620. (4) The peptide sequence is VTPEYIKDL. The MHC is Mamu-A01 with pseudo-sequence Mamu-A01. The binding affinity (normalized) is 0.961. (5) The peptide sequence is ETVNFVPNY. The MHC is HLA-B08:01 with pseudo-sequence HLA-B08:01. The binding affinity (normalized) is 0.0847.